Dataset: Reaction yield outcomes from USPTO patents with 853,638 reactions. Task: Predict the reaction yield, written as a fraction of the theoretical maximum amount of product (1.0 means a 100% yield; for example, 0.34 means a 34% yield). (1) The reactants are [C:1]([C:3]1[CH:8]=[CH:7][CH:6]=[CH:5][C:4]=1[C:9]1[CH:14]=[CH:13][C:12]([CH2:15][C:16]2[C:17](=[O:41])[N:18]([C@H:28]3[CH2:33][CH2:32][C@H:31]([O:34][CH2:35]C(OCC)=O)[CH2:30][CH2:29]3)[C:19]3[N:20]([N:25]=[CH:26][CH:27]=3)[C:21]=2[CH2:22][CH2:23][CH3:24])=[CH:11][C:10]=1[O:42][CH3:43])#[N:2].[CH3:44][Mg]Br.C([O:50][CH2:51][CH3:52])(=O)C. The catalyst is O1CCCC1. The product is [OH:50][C:51]([CH3:52])([CH3:44])[CH2:35][O:34][C@H:31]1[CH2:32][CH2:33][C@H:28]([N:18]2[C:17](=[O:41])[C:16]([CH2:15][C:12]3[CH:13]=[CH:14][C:9]([C:4]4[C:3]([C:1]#[N:2])=[CH:8][CH:7]=[CH:6][CH:5]=4)=[C:10]([O:42][CH3:43])[CH:11]=3)=[C:21]([CH2:22][CH2:23][CH3:24])[N:20]3[N:25]=[CH:26][CH:27]=[C:19]23)[CH2:29][CH2:30]1. The yield is 0.680. (2) The catalyst is O. The yield is 0.950. The reactants are [Br:1]N1C(=O)CCC1=O.[Cl:9][C:10]1[CH:25]=[CH:24][C:13]([CH2:14][C:15]2[CH:20]=[CH:19][CH:18]=[C:17]([N:21]([CH3:23])[CH3:22])[CH:16]=2)=[CH:12][CH:11]=1.ClCCl. The product is [Br:1][C:20]1[C:15]([CH2:14][C:13]2[CH:12]=[CH:11][C:10]([Cl:9])=[CH:25][CH:24]=2)=[CH:16][C:17]([N:21]([CH3:22])[CH3:23])=[CH:18][CH:19]=1. (3) The reactants are [NH:1]1[C:9]2[C:4](=[CH:5][CH:6]=[C:7]([C:10]([O:12][CH2:13][CH3:14])=[O:11])[CH:8]=2)[CH:3]=[C:2]1[C:15]([O:17][CH2:18][CH3:19])=[O:16].C([O-])([O-])=O.[K+].[K+].Br[CH2:27][C:28]#[N:29].CCOC(C)=O. The catalyst is CN(C=O)C.[Cl-].[Na+].O.O. The product is [C:28]([CH2:27][N:1]1[C:9]2[C:4](=[CH:5][CH:6]=[C:7]([C:10]([O:12][CH2:13][CH3:14])=[O:11])[CH:8]=2)[CH:3]=[C:2]1[C:15]([O:17][CH2:18][CH3:19])=[O:16])#[N:29]. The yield is 0.870. (4) The reactants are Cl.Cl.[NH2:3][CH2:4][C@@:5]1([OH:13])[CH:10]2[CH2:11][CH2:12][N:7]([CH2:8][CH2:9]2)[CH2:6]1.C([O-])([O-])=O.[Cs+].[Cs+].[N:20]([C:23]1[N:28]=[CH:27][N:26]=[C:25]([C:29]2[CH:30]=[N:31][C:32]([O:35][CH3:36])=[N:33][CH:34]=2)[CH:24]=1)=[C:21]=S.C(N=C=NC(C)C)(C)C. The catalyst is CN(C)C=O. The product is [CH3:36][O:35][C:32]1[N:33]=[CH:34][C:29]([C:25]2[CH:24]=[C:23]([NH:20][C:21]3[O:13][C@:5]4([CH2:4][N:3]=3)[CH:10]3[CH2:9][CH2:8][N:7]([CH2:12][CH2:11]3)[CH2:6]4)[N:28]=[CH:27][N:26]=2)=[CH:30][N:31]=1. The yield is 0.460. (5) The reactants are [H-].[Na+].COP([CH2:9][C:10](=[O:19])[CH2:11][C:12]1[CH:17]=[CH:16][CH:15]=[C:14]([Cl:18])[CH:13]=1)(=O)OC.[CH2:20]([O:22][C:23](=[O:39])[CH2:24][O:25][CH2:26][CH2:27][CH2:28][CH2:29][N:30]1[C:35](=[O:36])[CH2:34][CH2:33][CH2:32][C@@H:31]1[CH:37]=O)[CH3:21]. The catalyst is C1COCC1. The product is [CH2:20]([O:22][C:23](=[O:39])[CH2:24][O:25][CH2:26][CH2:27][CH2:28][CH2:29][N:30]1[C:35](=[O:36])[CH2:34][CH2:33][CH2:32][C@@H:31]1/[CH:37]=[CH:9]/[C:10](=[O:19])[CH2:11][C:12]1[CH:17]=[CH:16][CH:15]=[C:14]([Cl:18])[CH:13]=1)[CH3:21]. The yield is 0.340. (6) The reactants are [C:1]([NH:9][C:10]1[C:33]([C:34]#[C:35][CH2:36][NH:37][C:38](=[O:43])[C:39]([F:42])([F:41])[F:40])=[CH:32][N:13]([C@@H:14]2[O:31][C@H:21]([CH2:22][O:23][Si:24]([C:27]([CH3:30])([CH3:29])[CH3:28])([CH3:26])[CH3:25])[C@@H:16]([O:17][CH2:18]SC)[CH2:15]2)[C:12](=[O:44])[N:11]=1)(=[O:8])[C:2]1[CH:7]=[CH:6][CH:5]=[CH:4][CH:3]=1.C1CCCCC=1.[N-:51]=[N+:52]=[N-:53].[Na+]. The catalyst is C(Cl)Cl.CN(C=O)C. The product is [C:1]([NH:9][C:10]1[C:33]([C:34]#[C:35][CH2:36][NH:37][C:38](=[O:43])[C:39]([F:42])([F:41])[F:40])=[CH:32][N:13]([C@@H:14]2[O:31][C@H:21]([CH2:22][O:23][Si:24]([C:27]([CH3:30])([CH3:29])[CH3:28])([CH3:26])[CH3:25])[C@@H:16]([O:17][CH2:18][N:51]=[N+:52]=[N-:53])[CH2:15]2)[C:12](=[O:44])[N:11]=1)(=[O:8])[C:2]1[CH:7]=[CH:6][CH:5]=[CH:4][CH:3]=1. The yield is 0.550. (7) The reactants are Cl[CH2:2][C:3]1[CH:8]=[CH:7][C:6]([O:9][CH3:10])=[CH:5][CH:4]=1.[CH3:11][CH:12]1[CH2:17][CH2:16][CH2:15][NH:14][CH:13]1[C:18]([NH2:20])=[O:19].C(Cl)Cl. The catalyst is C([O-])([O-])=O.[Na+].[Na+].O. The product is [CH3:10][O:9][C:6]1[CH:7]=[CH:8][C:3]([CH2:2][N:14]2[CH2:15][CH2:16][CH2:17][CH:12]([CH3:11])[CH:13]2[C:18]([NH2:20])=[O:19])=[CH:4][CH:5]=1. The yield is 0.410. (8) The catalyst is CS(C)=O.[Cu]I. The yield is 0.230. The reactants are [Cl:1][C:2]1[CH:16]=[CH:15][C:5]([CH2:6][O:7][C:8]2[CH:13]=[CH:12][NH:11][C:10](=[O:14])[CH:9]=2)=[CH:4][CH:3]=1.Br[C:18]1[CH:19]=[CH:20][C:21]2[C:22]3[CH2:32][CH2:31][N:30](C(OC(C)(C)C)=O)[CH2:29][CH2:28][C:23]=3[N:24]([CH3:27])[C:25]=2[CH:26]=1.OC1C=CC=C2C=1N=CC=C2.C([O-])([O-])=O.[Cs+].[Cs+]. The product is [ClH:1].[Cl:1][C:2]1[CH:16]=[CH:15][C:5]([CH2:6][O:7][C:8]2[CH:13]=[CH:12][N:11]([C:18]3[CH:19]=[CH:20][C:21]4[C:22]5[CH2:32][CH2:31][NH:30][CH2:29][CH2:28][C:23]=5[N:24]([CH3:27])[C:25]=4[CH:26]=3)[C:10](=[O:14])[CH:9]=2)=[CH:4][CH:3]=1. (9) The reactants are C1(O[C:8](=[O:17])[NH:9][C:10]2[CH:15]=[CH:14][N:13]=[CH:12][C:11]=2[F:16])C=CC=CC=1.[F:18][C:19]([F:39])([F:38])[C:20]1[CH:21]=[C:22]([C:26]2[CH:27]=[CH:28][C:29]3[N:35]4[CH2:36][C@H:32]([CH2:33][CH2:34]4)[NH:31][C:30]=3[N:37]=2)[CH:23]=[CH:24][CH:25]=1. The catalyst is CN(C1C=CN=CC=1)C.C(#N)C. The product is [F:16][C:11]1[CH:12]=[N:13][CH:14]=[CH:15][C:10]=1[NH:9][C:8]([N:31]1[C@@H:32]2[CH2:36][N:35]([CH2:34][CH2:33]2)[C:29]2[CH:28]=[CH:27][C:26]([C:22]3[CH:23]=[CH:24][CH:25]=[C:20]([C:19]([F:18])([F:38])[F:39])[CH:21]=3)=[N:37][C:30]1=2)=[O:17]. The yield is 0.250.